From a dataset of Reaction yield outcomes from USPTO patents with 853,638 reactions. Predict the reaction yield, written as a fraction of the theoretical maximum amount of product (1.0 means a 100% yield; for example, 0.34 means a 34% yield). The reactants are [NH2:1][C:2]1[CH:3]=[C:4]([C:9]2[N:10]([CH2:22][CH3:23])[C:11]3[C:16]([C:17]=2[C:18]#[N:19])=[CH:15][CH:14]=[C:13]([O:20][CH3:21])[CH:12]=3)[CH:5]=[CH:6][C:7]=1[OH:8].C1N=CN([C:29](N2C=NC=C2)=[O:30])C=1. The catalyst is C1COCC1. The product is [CH2:22]([N:10]1[C:11]2[C:16](=[CH:15][CH:14]=[C:13]([O:20][CH3:21])[CH:12]=2)[C:17]([C:18]#[N:19])=[C:9]1[C:4]1[CH:5]=[CH:6][C:7]2[O:8][C:29](=[O:30])[NH:1][C:2]=2[CH:3]=1)[CH3:23]. The yield is 0.810.